Dataset: Full USPTO retrosynthesis dataset with 1.9M reactions from patents (1976-2016). Task: Predict the reactants needed to synthesize the given product. (1) Given the product [I:24][C:11]1[C:10]2[CH:9]=[C:8]([O:21][CH3:22])[CH:7]=[C:4]([C:5]#[N:6])[C:3]=2[O:2][C:12]=1[C:13]1[CH:18]=[CH:17][C:16]([O:19][CH3:20])=[CH:15][CH:14]=1, predict the reactants needed to synthesize it. The reactants are: C[O:2][C:3]1[C:10]([C:11]#[C:12][C:13]2[CH:18]=[CH:17][C:16]([O:19][CH3:20])=[CH:15][CH:14]=2)=[CH:9][C:8]([O:21][CH3:22])=[CH:7][C:4]=1[C:5]#[N:6].[Al].[I:24]I.OS([O-])=O.[Na+]. (2) The reactants are: [OH:1][N:2]=[C:3]([NH2:10])[C:4]1[CH:9]=[CH:8][CH:7]=[N:6][CH:5]=1.[Cl:11][C:12]1[CH:13]=[C:14]([CH:18]=[CH:19][C:20]=1[F:21])[C:15](O)=O.N. Given the product [Cl:11][C:12]1[CH:13]=[C:14]([C:15]2[O:1][N:2]=[C:3]([C:4]3[CH:5]=[N:6][CH:7]=[CH:8][CH:9]=3)[N:10]=2)[CH:18]=[CH:19][C:20]=1[F:21], predict the reactants needed to synthesize it. (3) Given the product [NH3:11].[C:1]([N:11]1[CH2:15][CH2:14][C:13]([CH2:16][CH2:17][N:47]2[CH2:48][CH2:49][CH2:50][N:44]([C:36]3[N:35]([CH2:34][CH2:33][O:32][CH2:30][CH3:31])[C:39]4[CH:40]=[CH:41][CH:42]=[CH:43][C:38]=4[N:37]=3)[CH2:45][CH2:46]2)([C:23]2[CH:28]=[CH:27][CH:26]=[CH:25][CH:24]=2)[CH2:12]1)([O:3][CH2:4][C:5]1[CH:6]=[CH:7][CH:8]=[CH:9][CH:10]=1)=[O:2], predict the reactants needed to synthesize it. The reactants are: [C:1]([N:11]1[CH2:15][CH2:14][C:13]([C:23]2[CH:28]=[CH:27][CH:26]=[CH:25][CH:24]=2)([CH2:16][CH2:17]OS(C)(=O)=O)[CH2:12]1)([O:3][CH2:4][C:5]1[CH:10]=[CH:9][CH:8]=[CH:7][CH:6]=1)=[O:2].I.[CH2:30]([O:32][CH2:33][CH2:34][N:35]1[C:39]2[CH:40]=[CH:41][CH:42]=[CH:43][C:38]=2[N:37]=[C:36]1[N:44]1[CH2:50][CH2:49][CH2:48][NH:47][CH2:46][CH2:45]1)[CH3:31].C(N(CC)C(C)C)(C)C. (4) Given the product [Cl:1][C:2]1[CH:3]=[C:4]([C:5](=[O:6])[CH3:15])[CH:11]=[C:12]([Cl:14])[N:13]=1, predict the reactants needed to synthesize it. The reactants are: [Cl:1][C:2]1[CH:3]=[C:4]([CH:11]=[C:12]([Cl:14])[N:13]=1)[C:5](N(OC)C)=[O:6].[CH3:15][Mg]Cl.[Cl-].[Na+]. (5) Given the product [C:37]([O:36][C:34](=[O:35])[NH:1][C:2]1[CH:7]=[N:6][C:5]([O:8][C:9]2[CH:10]=[C:11]3[C:15](=[CH:16][CH:17]=2)[N:14]([CH3:18])[C:13]([C:19]([N:21]2[CH2:26][CH2:25][N:24]([CH2:27][C:28]4[CH:33]=[CH:32][CH:31]=[CH:30][CH:29]=4)[CH2:23][CH2:22]2)=[O:20])=[CH:12]3)=[CH:4][CH:3]=1)([CH3:40])([CH3:39])[CH3:38], predict the reactants needed to synthesize it. The reactants are: [NH2:1][C:2]1[CH:3]=[CH:4][C:5]([O:8][C:9]2[CH:10]=[C:11]3[C:15](=[CH:16][CH:17]=2)[N:14]([CH3:18])[C:13]([C:19]([N:21]2[CH2:26][CH2:25][N:24]([CH2:27][C:28]4[CH:33]=[CH:32][CH:31]=[CH:30][CH:29]=4)[CH2:23][CH2:22]2)=[O:20])=[CH:12]3)=[N:6][CH:7]=1.[C:34](O[C:34]([O:36][C:37]([CH3:40])([CH3:39])[CH3:38])=[O:35])([O:36][C:37]([CH3:40])([CH3:39])[CH3:38])=[O:35].C(N(CC)CC)C.